From a dataset of Catalyst prediction with 721,799 reactions and 888 catalyst types from USPTO. Predict which catalyst facilitates the given reaction. (1) Reactant: [ClH:1].O1CCOCC1.[CH3:8][O:9][C:10]1[CH:37]=[CH:36][C:13]([CH2:14][CH2:15][N:16]2[CH2:20][CH2:19][C@@H:18]([N:21]3[C:27]4[CH:28]=[CH:29][CH:30]=[CH:31][C:26]=4[CH2:25][O:24][C:23]4[CH:32]=[CH:33][CH:34]=[CH:35][C:22]3=4)[CH2:17]2)=[CH:12][CH:11]=1. Product: [ClH:1].[CH3:8][O:9][C:10]1[CH:11]=[CH:12][C:13]([CH2:14][CH2:15][N:16]2[CH2:20][CH2:19][C@@H:18]([N:21]3[C:27]4[CH:28]=[CH:29][CH:30]=[CH:31][C:26]=4[CH2:25][O:24][C:23]4[CH:32]=[CH:33][CH:34]=[CH:35][C:22]3=4)[CH2:17]2)=[CH:36][CH:37]=1. The catalyst class is: 4. (2) Reactant: [Br:1][C:2]1[CH:3]=[C:4]2[N:11]=[CH:10][NH:9][C:5]2=[N:6][C:7]=1[CH3:8].[H-].[Na+].[CH2:14](I)[CH3:15]. Product: [Br:1][C:2]1[CH:3]=[C:4]2[N:11]=[CH:10][N:9]([CH2:14][CH3:15])[C:5]2=[N:6][C:7]=1[CH3:8]. The catalyst class is: 3. (3) Reactant: [Br:1][C:2]1[CH:10]=[CH:9][C:5]([C:6]([OH:8])=O)=[C:4]([N:11]([C:15](=[O:22])[CH2:16][C:17]([O:19][CH2:20][CH3:21])=[O:18])[CH:12]([CH3:14])[CH3:13])[CH:3]=1.C(N(CC)CC)C.S(Cl)(Cl)=O. Product: [Br:1][C:2]1[CH:3]=[C:4]2[C:5]([C:6](=[O:8])[CH:16]([C:17]([O:19][CH2:20][CH3:21])=[O:18])[C:15](=[O:22])[N:11]2[CH:12]([CH3:14])[CH3:13])=[CH:9][CH:10]=1. The catalyst class is: 279. (4) Product: [OH:42][CH2:41][C:38]1[CH:37]=[CH:36][C:35]([NH:34][C:33](=[O:43])[C@@H:28]([NH:27][C:26](=[O:44])[C@@H:18]([NH2:17])[CH2:19][C:20]2[CH:21]=[CH:22][CH:23]=[CH:24][CH:25]=2)[CH2:29][CH2:30][CH2:31][CH3:32])=[CH:40][CH:39]=1. Reactant: C1C2C(COC(=O)[NH:17][C@H:18]([C:26](=[O:44])[NH:27][C@H:28]([C:33](=[O:43])[NH:34][C:35]3[CH:40]=[CH:39][C:38]([CH2:41][OH:42])=[CH:37][CH:36]=3)[CH2:29][CH2:30][CH2:31][CH3:32])[CH2:19][C:20]3[CH:25]=[CH:24][CH:23]=[CH:22][CH:21]=3)C3C(=CC=CC=3)C=2C=CC=1.C(NCC)C. The catalyst class is: 2. (5) Product: [C:1]1([P:7]2[CH2:11][CH2:10][CH2:9][C:8]2=[CH2:12])[CH:6]=[CH:5][CH:4]=[CH:3][CH:2]=1. The catalyst class is: 11. Reactant: [C:1]1([P:7]2(=O)[CH2:11][CH2:10][CH2:9][C:8]2=[CH2:12])[CH:6]=[CH:5][CH:4]=[CH:3][CH:2]=1.C1([SiH3])C=CC=CC=1. (6) Reactant: [NH2:1][C:2]1[CH:3]=[C:4]([CH:17]=[CH:18][C:19]=1[F:20])[CH2:5][C:6]1[C:15]2[C:10](=[CH:11][CH:12]=[CH:13][CH:14]=2)[C:9](=[O:16])[NH:8][N:7]=1.[CH2:21]([CH:29]1[CH2:33][C:32](=[O:34])[O:31][C:30]1=[O:35])[CH:22]=[CH:23][CH2:24][CH2:25][CH2:26][CH2:27][CH3:28]. Product: [F:20][C:19]1[CH:18]=[CH:17][C:4]([CH2:5][C:6]2[C:15]3[C:10](=[CH:11][CH:12]=[CH:13][CH:14]=3)[C:9](=[O:16])[NH:8][N:7]=2)=[CH:3][C:2]=1[NH:1][C:32]([CH2:33][CH:29]([CH2:21][CH:22]=[CH:23][CH2:24][CH2:25][CH2:26][CH2:27][CH3:28])[C:30]([OH:35])=[O:31])=[O:34]. The catalyst class is: 11. (7) The catalyst class is: 345. Product: [CH2:14]([N:21]1[CH2:11][C:5]2[C:4](=[CH:9][C:8]([Cl:10])=[CH:7][CH:6]=2)[C:3]1=[O:13])[C:15]1[CH:20]=[CH:19][CH:18]=[CH:17][CH:16]=1. Reactant: CO[C:3](=[O:13])[C:4]1[CH:9]=[C:8]([Cl:10])[CH:7]=[CH:6][C:5]=1[CH2:11]Br.[CH2:14]([NH2:21])[C:15]1[CH:20]=[CH:19][CH:18]=[CH:17][CH:16]=1.C([O-])([O-])=O.[K+].[K+].C(OCC)(=O)C. (8) Reactant: [F:1][C:2]1[CH:7]=[CH:6][C:5](B(O)O)=[CH:4][CH:3]=1.[N:11]12[CH2:18][CH2:17][CH:14]([CH2:15][CH2:16]1)[C@@H:13]([NH:19][C:20]([C:22]1[O:23][C:24]3[CH:30]=[C:29](Br)[CH:28]=[CH:27][C:25]=3[CH:26]=1)=[O:21])[CH2:12]2.[OH-].[Na+]. Product: [N:11]12[CH2:16][CH2:15][CH:14]([CH2:17][CH2:18]1)[C@@H:13]([NH:19][C:20]([C:22]1[O:23][C:24]3[CH:30]=[C:29]([C:5]4[CH:6]=[CH:7][C:2]([F:1])=[CH:3][CH:4]=4)[CH:28]=[CH:27][C:25]=3[CH:26]=1)=[O:21])[CH2:12]2. The catalyst class is: 431. (9) Reactant: [CH:1]1([O:6][C:7]([NH:9][C:10]2[CH:11]=[C:12]3[C:16](=[CH:17][CH:18]=2)[N:15]([CH3:19])[CH:14]=[C:13]3[CH2:20][C:21]2[CH:29]=[CH:28][C:24]([C:25]([O-:27])=[O:26])=[CH:23][C:22]=2[O:30][CH3:31])=[O:8])[CH2:5][CH2:4][CH2:3][CH2:2]1.[Na+].Cl. Product: [CH:1]1([O:6][C:7]([NH:9][C:10]2[CH:11]=[C:12]3[C:16](=[CH:17][CH:18]=2)[N:15]([CH3:19])[CH:14]=[C:13]3[CH2:20][C:21]2[CH:29]=[CH:28][C:24]([C:25]([OH:27])=[O:26])=[CH:23][C:22]=2[O:30][CH3:31])=[O:8])[CH2:2][CH2:3][CH2:4][CH2:5]1. The catalyst class is: 6. (10) Reactant: [OH:1][C:2]1[CH:9]=[CH:8][C:5]([CH:6]=[O:7])=[CH:4][CH:3]=1.[C:10]([O:14][C:15](O[C:15]([O:14][C:10]([CH3:13])([CH3:12])[CH3:11])=[O:16])=[O:16])([CH3:13])([CH3:12])[CH3:11].C([O-])([O-])=O.[Na+].[Na+]. Product: [C:10]([O:14][C:15]([O:1][C:2]1[CH:9]=[CH:8][C:5]([CH:6]=[O:7])=[CH:4][CH:3]=1)=[O:16])([CH3:13])([CH3:12])[CH3:11]. The catalyst class is: 1.